Task: Predict the reaction yield, written as a fraction of the theoretical maximum amount of product (1.0 means a 100% yield; for example, 0.34 means a 34% yield).. Dataset: Reaction yield outcomes from USPTO patents with 853,638 reactions (1) The yield is 0.320. The product is [F:1][C:2]1[CH:7]=[CH:6][C:5]([C:8]2[C:16]3[C:11](=[CH:12][CH:13]=[C:14]([C:17]4[NH:18][C:19]([CH2:22][CH2:23][C:24]([OH:26])=[O:25])=[N:20][N:21]=4)[CH:15]=3)[NH:10][N:9]=2)=[CH:4][CH:3]=1. The reactants are [F:1][C:2]1[CH:7]=[CH:6][C:5]([C:8]2[C:16]3[C:11](=[CH:12][CH:13]=[C:14]([C:17]4[NH:18][C:19]([CH2:22][CH2:23][C:24]([O:26]CC)=[O:25])=[N:20][N:21]=4)[CH:15]=3)[NH:10][N:9]=2)=[CH:4][CH:3]=1.O.[OH-].[Li+]. The catalyst is O1CCCC1. (2) The reactants are [C:1]([O:5][C:6](=[O:36])[N:7]([C:15]1[C:16]([CH3:35])([CH3:34])[S:17](=[O:33])(=[O:32])[CH2:18][C@:19]([C:22]2[CH:27]=[C:26]([N+:28]([O-:30])=[O:29])[CH:25]=[CH:24][C:23]=2[OH:31])([CH3:21])[N:20]=1)[C:8]([O:10][C:11]([CH3:14])([CH3:13])[CH3:12])=[O:9])([CH3:4])([CH3:3])[CH3:2].C(N(CC)C(C)C)(C)C.C(=O)=O.CC(C)=O.[F:53][C:54]([F:67])([F:66])[S:55](O[S:55]([C:54]([F:67])([F:66])[F:53])(=[O:57])=[O:56])(=[O:57])=[O:56]. The catalyst is C(Cl)Cl. The product is [F:53][C:54]([F:67])([F:66])[S:55]([O:31][C:23]1[CH:24]=[CH:25][C:26]([N+:28]([O-:30])=[O:29])=[CH:27][C:22]=1[C@@:19]1([CH3:21])[N:20]=[C:15]([N:7]([C:8]([O:10][C:11]([CH3:14])([CH3:12])[CH3:13])=[O:9])[C:6]([O:5][C:1]([CH3:2])([CH3:3])[CH3:4])=[O:36])[C:16]([CH3:35])([CH3:34])[S:17](=[O:33])(=[O:32])[CH2:18]1)(=[O:57])=[O:56]. The yield is 0.790. (3) The reactants are I[C:2]1[C:7]([CH:8]=[O:9])=[CH:6][N:5]=[C:4]([O:10][CH3:11])[CH:3]=1.[CH3:12][Si:13]([C:16]#[CH:17])([CH3:15])[CH3:14].C(N(CC)CC)C. The catalyst is Cl[Pd](Cl)([P](C1C=CC=CC=1)(C1C=CC=CC=1)C1C=CC=CC=1)[P](C1C=CC=CC=1)(C1C=CC=CC=1)C1C=CC=CC=1.[Cu]I.C1COCC1. The product is [CH3:11][O:10][C:4]1[CH:3]=[C:2]([C:17]#[C:16][Si:13]([CH3:15])([CH3:14])[CH3:12])[C:7]([CH:8]=[O:9])=[CH:6][N:5]=1. The yield is 0.680. (4) The reactants are [OH:1][CH:2]([P:12](=[O:19])([O:16][CH2:17][CH3:18])[O:13][CH2:14][CH3:15])[C:3]1[CH:8]=[CH:7][C:6]([N+:9]([O-])=O)=[CH:5][CH:4]=1. The catalyst is [C].[Pd].CO. The product is [NH2:9][C:6]1[CH:5]=[CH:4][C:3]([CH:2]([P:12](=[O:19])([O:13][CH2:14][CH3:15])[O:16][CH2:17][CH3:18])[OH:1])=[CH:8][CH:7]=1. The yield is 0.800. (5) The reactants are [NH2:1][C@@H:2]([CH:6]([CH3:8])[CH3:7])[C:3]([OH:5])=[O:4].[OH-].[Na+].[CH3:11][O:12][C:13](Cl)=[O:14].Cl. The catalyst is O. The product is [CH3:11][O:12][C:13]([NH:1][C@@H:2]([CH:6]([CH3:8])[CH3:7])[C:3]([OH:5])=[O:4])=[O:14]. The yield is 0.670.